Dataset: Full USPTO retrosynthesis dataset with 1.9M reactions from patents (1976-2016). Task: Predict the reactants needed to synthesize the given product. (1) Given the product [C:18]([C:17]1[CH:16]=[C:15]([C:12]2[N:13]=[CH:14][C:9]([C@@H:7]3[CH2:8][C@H:6]3[NH:5][CH:26]3[CH2:27][CH2:28][CH:29]([NH:32][C:33](=[O:39])[O:34][C:35]([CH3:37])([CH3:36])[CH3:38])[CH2:30][CH2:31]3)=[CH:10][CH:11]=2)[CH:22]=[C:21]([O:23][CH3:24])[CH:20]=1)#[N:19], predict the reactants needed to synthesize it. The reactants are: CC(O)=O.[NH2:5][C@@H:6]1[CH2:8][C@H:7]1[C:9]1[CH:10]=[CH:11][C:12]([C:15]2[CH:16]=[C:17]([CH:20]=[C:21]([O:23][CH3:24])[CH:22]=2)[C:18]#[N:19])=[N:13][CH:14]=1.O=[C:26]1[CH2:31][CH2:30][CH:29]([NH:32][C:33](=[O:39])[O:34][C:35]([CH3:38])([CH3:37])[CH3:36])[CH2:28][CH2:27]1.C(O[BH-](OC(=O)C)OC(=O)C)(=O)C.[Na+]. (2) Given the product [F:17][C:13]1[CH:12]=[C:11]([CH2:10][C@H:9]([NH:8][C:6](=[O:7])[O:5][C:2]([CH3:3])([CH3:1])[CH3:4])[CH2:18][OH:19])[CH:16]=[CH:15][CH:14]=1, predict the reactants needed to synthesize it. The reactants are: [CH3:1][C:2]([O:5][C:6]([NH:8][C@H:9]([C:18](O)=[O:19])[CH2:10][C:11]1[CH:16]=[CH:15][CH:14]=[C:13]([F:17])[CH:12]=1)=[O:7])([CH3:4])[CH3:3].B.C1COCC1. (3) Given the product [C:32]([O:35][CH:36]1[C:37]([OH:76])([CH3:75])[CH2:38][CH2:39][CH:40]([O:67][Si:68]([C:71]([CH3:72])([CH3:73])[CH3:74])([CH3:69])[CH3:70])[CH2:41][C:42]([O:44][CH:45](/[C:50](/[CH3:66])=[CH:51]/[CH:52]=[CH:53]/[CH:54]([CH3:65])[CH2:55][CH:56]2[O:64][CH:57]2[CH:58]([CH3:63])[CH:59]([O:6][C:5](=[O:7])[CH2:4][O:3][CH2:1][CH3:2])[CH2:60][CH3:61])[CH:46]([CH3:49])[CH:47]=[CH:48]1)=[O:43])(=[O:34])[CH3:33], predict the reactants needed to synthesize it. The reactants are: [CH2:1]([O:3][CH2:4][C:5]([OH:7])=[O:6])[CH3:2].C1(N=C=NC2CCCCC2)CCCCC1.CN(C1C=CC=CN=1)C.[C:32]([O:35][CH:36]1[C:37]([OH:76])([CH3:75])[CH2:38][CH2:39][CH:40]([O:67][Si:68]([C:71]([CH3:74])([CH3:73])[CH3:72])([CH3:70])[CH3:69])[CH2:41][C:42]([O:44][CH:45](/[C:50](/[CH3:66])=[CH:51]/[CH:52]=[CH:53]/[CH:54]([CH3:65])[CH2:55][CH:56]2[O:64][CH:57]2[CH:58]([CH3:63])[CH:59](O)[CH2:60][CH3:61])[CH:46]([CH3:49])[CH:47]=[CH:48]1)=[O:43])(=[O:34])[CH3:33]. (4) Given the product [CH2:1]([O:8][C:9]1[CH:10]=[C:11]2[C:12](=[CH:13][C:14]=1[O:15][CH3:16])[CH:26]=[N:25][CH:18]([C:19]([CH3:24])([CH3:23])[CH2:20][O:21][CH3:22])[CH2:17]2)[C:2]1[CH:3]=[CH:4][CH:5]=[CH:6][CH:7]=1, predict the reactants needed to synthesize it. The reactants are: [CH2:1]([O:8][C:9]1[CH:10]=[C:11]([CH2:17][CH:18]([NH:25][CH:26]=O)[C:19]([CH3:24])([CH3:23])[CH2:20][O:21][CH3:22])[CH:12]=[CH:13][C:14]=1[O:15][CH3:16])[C:2]1[CH:7]=[CH:6][CH:5]=[CH:4][CH:3]=1.O=P(Cl)(Cl)Cl.